Task: Predict the reactants needed to synthesize the given product.. Dataset: Full USPTO retrosynthesis dataset with 1.9M reactions from patents (1976-2016) (1) Given the product [CH3:43][O:19][C:18](=[O:20])[CH2:17][C:13]1[CH:14]=[CH:15][CH:16]=[C:11]([O:10][CH2:9][CH2:8][CH2:7][N:6]([CH2:5][C:4]2[CH:35]=[CH:36][CH:37]=[C:38]([C:39]([F:40])([F:41])[F:42])[C:3]=2[Cl:2])[CH2:21][CH:22]([C:23]2[CH:28]=[CH:27][CH:26]=[CH:25][CH:24]=2)[C:29]2[CH:30]=[CH:31][CH:32]=[CH:33][CH:34]=2)[CH:12]=1, predict the reactants needed to synthesize it. The reactants are: Cl.[Cl:2][C:3]1[C:38]([C:39]([F:42])([F:41])[F:40])=[CH:37][CH:36]=[CH:35][C:4]=1[CH2:5][N:6]([CH2:21][CH:22]([C:29]1[CH:34]=[CH:33][CH:32]=[CH:31][CH:30]=1)[C:23]1[CH:28]=[CH:27][CH:26]=[CH:25][CH:24]=1)[CH2:7][CH2:8][CH2:9][O:10][C:11]1[CH:12]=[C:13]([CH2:17][C:18]([OH:20])=[O:19])[CH:14]=[CH:15][CH:16]=1.[CH3:43]O. (2) The reactants are: Cl.[CH:2]1([NH:8][OH:9])[CH2:7][CH2:6][CH2:5][CH2:4][CH2:3]1.[CH:10]([C:12]1[CH:21]=[C:20]([O:22][CH3:23])[CH:19]=[C:18]([O:24][CH3:25])[C:13]=1[C:14]([O:16][CH3:17])=[O:15])=O. Given the product [CH:2]1([N+:8]([O-:9])=[CH:10][C:12]2[CH:21]=[C:20]([O:22][CH3:23])[CH:19]=[C:18]([O:24][CH3:25])[C:13]=2[C:14]([O:16][CH3:17])=[O:15])[CH2:7][CH2:6][CH2:5][CH2:4][CH2:3]1, predict the reactants needed to synthesize it. (3) Given the product [CH:40]1([C:38]([NH:37][C:35]2[N:36]=[C:31]3[CH:30]=[CH:29][C:28]([O:27][C:26]4[CH:25]=[C:24]([NH:23][C:9]([C:5]5[C:6]([CH3:8])=[CH:7][N:3]([CH2:1][CH3:2])[N:4]=5)=[O:11])[CH:45]=[CH:44][CH:43]=4)=[CH:33][N:32]3[N:34]=2)=[O:39])[CH2:41][CH2:42]1, predict the reactants needed to synthesize it. The reactants are: [CH2:1]([N:3]1[CH:7]=[C:6]([CH3:8])[C:5]([C:9]([OH:11])=O)=[N:4]1)[CH3:2].O1CCCC1.C(Cl)(=O)C(Cl)=O.[NH2:23][C:24]1[CH:25]=[C:26]([CH:43]=[CH:44][CH:45]=1)[O:27][C:28]1[CH:29]=[CH:30][C:31]2[N:32]([N:34]=[C:35]([NH:37][C:38]([CH:40]3[CH2:42][CH2:41]3)=[O:39])[N:36]=2)[CH:33]=1. (4) Given the product [CH:1]1([C:4]2[CH:5]=[N:6][C:7]([NH:17][C:18]3[CH:26]=[C:25]4[C:21]([C:22]([C:27]5[CH:32]=[CH:31][CH:30]=[CH:29][CH:28]=5)=[CH:23][N:24]4[CH2:36][CH:37]4[CH2:39][CH2:38]4)=[CH:20][CH:19]=3)=[C:8]([CH:16]=2)[C:9]([O:11][CH2:12][CH:13]2[CH2:15][CH2:14]2)=[O:10])[CH2:3][CH2:2]1, predict the reactants needed to synthesize it. The reactants are: [CH:1]1([C:4]2[CH:5]=[N:6][C:7]([NH:17][C:18]3[CH:26]=[C:25]4[C:21]([C:22]([C:27]5[CH:32]=[CH:31][CH:30]=[CH:29][CH:28]=5)=[CH:23][NH:24]4)=[CH:20][CH:19]=3)=[C:8]([CH:16]=2)[C:9]([O:11][CH2:12][CH2:13][CH2:14][CH3:15])=[O:10])[CH2:3][CH2:2]1.[H-].[Na+].Br[CH2:36][CH:37]1[CH2:39][CH2:38]1.Cl. (5) Given the product [CH2:1]([CH:9]1[C:16]2[CH:15]=[C:14]([C:17]([OH:19])=[O:18])[NH:13][C:12]=2[CH2:11][CH2:10]1)[CH2:2][C:3]1[CH:8]=[CH:7][CH:6]=[CH:5][CH:4]=1, predict the reactants needed to synthesize it. The reactants are: [CH2:1]([CH:9]1[C:16]2[CH:15]=[C:14]([C:17]([O:19]C)=[O:18])[NH:13][C:12]=2[CH2:11][CH2:10]1)[CH2:2][C:3]1[CH:8]=[CH:7][CH:6]=[CH:5][CH:4]=1.O.[OH-].[Li+]. (6) Given the product [Br:1][C:2]1[CH:3]=[C:4]([CH:5]=[CH:6][CH:7]=1)[O:8][C:10]1([C:14]([O:16][CH2:17][CH3:18])=[O:15])[CH2:13][CH2:12][CH2:11]1, predict the reactants needed to synthesize it. The reactants are: [Br:1][C:2]1[CH:3]=[C:4]([OH:8])[CH:5]=[CH:6][CH:7]=1.Br[C:10]1([C:14]([O:16][CH2:17][CH3:18])=[O:15])[CH2:13][CH2:12][CH2:11]1. (7) Given the product [CH3:1][S:2]([C:5]1[CH:6]=[CH:7][C:8]([C:11]2[CH:12]=[CH:13][C:14]([O:17][CH2:18][CH:19]3[CH2:24][CH2:23][N:22]([C:25]4[CH:51]=[CH:50][C:49]([C:52]([F:55])([F:54])[F:53])=[CH:48][N:47]=4)[CH2:21][CH2:20]3)=[CH:15][N:16]=2)=[CH:9][CH:10]=1)(=[O:4])=[O:3], predict the reactants needed to synthesize it. The reactants are: [CH3:1][S:2]([C:5]1[CH:10]=[CH:9][C:8]([C:11]2[N:16]=[CH:15][C:14]([O:17][CH2:18][CH:19]3[CH2:24][CH2:23][N:22]([C:25](OC(C)(C)C)=O)[CH2:21][CH2:20]3)=[CH:13][CH:12]=2)=[CH:7][CH:6]=1)(=[O:4])=[O:3].C(O)(C(F)(F)F)=O.C([O-])([O-])=O.[K+].[K+].ClC1[CH:51]=[CH:50][C:49]([C:52]([F:55])([F:54])[F:53])=[CH:48][N:47]=1. (8) The reactants are: [CH:1]1([N:4]2[C:13]3[C:8](=[CH:9][CH:10]=[CH:11][CH:12]=3)[N:7]([C:14]([C@@H:16]3[CH2:20][CH2:19][CH2:18][NH:17]3)=[O:15])[CH2:6][CH2:5]2)[CH2:3][CH2:2]1.Br[CH2:22][C:23]1[CH:28]=[C:27]([Cl:29])[CH:26]=[CH:25][C:24]=1[Cl:30].C(=O)([O-])[O-].[K+].[K+]. Given the product [CH:1]1([N:4]2[C:13]3[C:8](=[CH:9][CH:10]=[CH:11][CH:12]=3)[N:7]([C:14]([C@@H:16]3[CH2:20][CH2:19][CH2:18][N:17]3[CH2:22][C:23]3[CH:28]=[C:27]([Cl:29])[CH:26]=[CH:25][C:24]=3[Cl:30])=[O:15])[CH2:6][CH2:5]2)[CH2:3][CH2:2]1, predict the reactants needed to synthesize it. (9) The reactants are: Cl[C:2]1[N:3]=[CH:4][C:5](I)=[C:6]2[C:11]=1[N:10]=[C:9]([CH3:12])[CH:8]=[CH:7]2.[CH3:14][C:15]1[CH:20]=[CH:19][N:18]=[CH:17][C:16]=1B(O)O.[NH2:24][C:25]1[S:26][CH:27]=[C:28]([CH3:30])[N:29]=1. Given the product [CH3:12][C:9]1[CH:8]=[CH:7][C:6]2[C:11](=[C:2]([NH:24][C:25]3[S:26][CH:27]=[C:28]([CH3:30])[N:29]=3)[N:3]=[CH:4][C:5]=2[C:16]2[CH:17]=[N:18][CH:19]=[CH:20][C:15]=2[CH3:14])[N:10]=1, predict the reactants needed to synthesize it. (10) Given the product [OH:1][C:2]1[CH:7]=[CH:6][C:5]([C:8]2[S:9][CH:10]=[CH:11][CH:12]=2)=[C:4]([OH:16])[CH:3]=1, predict the reactants needed to synthesize it. The reactants are: [OH:1][C:2]1[CH:7]=[CH:6][C:5]([C:8]2[S:9][C:10]([N+]([O-])=O)=[CH:11][CH:12]=2)=[C:4]([OH:16])[CH:3]=1.OC1C=CC(C2SC=CC=2C)=C(O)C=1.OC1C=CC(C2OC=CC=2)=C(O)C=1.OC1C=C(C2SC(Cl)=CC=2)C=C(O)C=1.OC1C=C(C2SC=CC=2C)C=C(O)C=1.OC1C=CC(C2C=CSC=2)=C(O)C=1.OC1C=C(C2C=CSC=2)C=C(O)C=1.